This data is from Reaction yield outcomes from USPTO patents with 853,638 reactions. The task is: Predict the reaction yield, written as a fraction of the theoretical maximum amount of product (1.0 means a 100% yield; for example, 0.34 means a 34% yield). The reactants are [CH3:1][NH:2][S:3]([C:6]1[CH:11]=[CH:10][C:9]([N+:12]([O-])=O)=[CH:8][CH:7]=1)(=[O:5])=[O:4]. The catalyst is CN(C=O)C.CO.[Pd]. The product is [NH2:12][C:9]1[CH:10]=[CH:11][C:6]([S:3]([NH:2][CH3:1])(=[O:5])=[O:4])=[CH:7][CH:8]=1. The yield is 0.710.